Dataset: Peptide-MHC class II binding affinity with 134,281 pairs from IEDB. Task: Regression. Given a peptide amino acid sequence and an MHC pseudo amino acid sequence, predict their binding affinity value. This is MHC class II binding data. (1) The peptide sequence is DKSKPKVYQWFDL. The MHC is DRB1_1101 with pseudo-sequence DRB1_1101. The binding affinity (normalized) is 0. (2) The peptide sequence is DQVVMTSLALVGAALK. The MHC is HLA-DQA10201-DQB10402 with pseudo-sequence HLA-DQA10201-DQB10402. The binding affinity (normalized) is 0.502. (3) The peptide sequence is IGRIAETILGYNPSA. The MHC is DRB1_0401 with pseudo-sequence DRB1_0401. The binding affinity (normalized) is 0.856. (4) The peptide sequence is LQIIDKIDAAFKVAA. The MHC is DRB1_0901 with pseudo-sequence DRB1_0901. The binding affinity (normalized) is 0.597.